This data is from Full USPTO retrosynthesis dataset with 1.9M reactions from patents (1976-2016). The task is: Predict the reactants needed to synthesize the given product. (1) Given the product [Br:1][C:2]1[CH:3]=[N:4][C:5]([N:19]2[CH2:18][CH2:17][N:16]([C:14]([O:13][C:9]([CH3:12])([CH3:11])[CH3:10])=[O:15])[CH2:21][CH2:20]2)=[N:6][CH:7]=1, predict the reactants needed to synthesize it. The reactants are: [Br:1][C:2]1[CH:3]=[N:4][C:5](Cl)=[N:6][CH:7]=1.[C:9]([O:13][C:14]([N:16]1[CH2:21][CH2:20][NH:19][CH2:18][CH2:17]1)=[O:15])([CH3:12])([CH3:11])[CH3:10].C(=O)([O-])[O-].[K+].[K+]. (2) Given the product [CH3:15][N:14]1[C:6](=[O:8])[CH2:5][CH2:11][CH2:12]1.[CH3:93][C@@H:94]([OH:163])[C@@H:95]1[NH:119][C:117](=[O:118])[C@H:116]([CH2:120][CH2:121][CH2:122][CH2:123][NH2:124])[NH:115][C:113](=[O:114])[C@@H:112]([CH2:125][C:126]2[C:130]3[CH:131]=[CH:132][CH:133]=[CH:134][C:129]=3[NH:128][CH:127]=2)[NH:111][C:109](=[O:110])[C@H:108]([CH2:135][C:136]2[CH:141]=[CH:140][CH:139]=[CH:138][CH:137]=2)[NH:107][C:105](=[O:106])[C@@H:104]([NH:142][C:143]([C@H:145]([NH2:153])[CH2:146][C:147]2[CH:152]=[CH:151][CH:150]=[CH:149][CH:148]=2)=[O:144])[CH2:103][S:102][S:101][CH2:100][C@@H:99]([C:154]([NH:156][C@@H:157]([C@H:160]([OH:162])[CH3:161])[CH2:158][OH:159])=[O:155])[NH:98][C:96]1=[O:97].[C:80]([O-:92])(=[O:91])[CH2:81][C:82]([CH2:87][C:88]([O-:90])=[O:89])([C:84]([O-:86])=[O:85])[OH:83], predict the reactants needed to synthesize it. The reactants are: C1[O:8][C:6](=O)[CH2:5]OC1=O.C[C@@H](O)[C@@H:11]1NC(=O)[C@H](CCCCN)N[C:11](=O)[C@@H:12](CC2C3C=CC=CC=3NC=2)[NH:14][C:15](=O)[C@H:15](CC2C=CC=CC=2)[NH:14][C:12](=O)[C@@H:11](NC([C@H](N)CC2C=CC=CC=2)=O)CSSC[C@@H:15]([C:15]([NH:14][C@@H:12]([C@H](O)C)[CH2:11]O)=O)[NH:14][C:12]1=O.[C:80]([OH:92])(=[O:91])[CH2:81][C:82]([CH2:87][C:88]([OH:90])=[O:89])([C:84]([OH:86])=[O:85])[OH:83].[CH3:93][C@@H:94]([OH:163])[C@@H:95]1[NH:119][C:117](=[O:118])[C@H:116]([CH2:120][CH2:121][CH2:122][CH2:123][NH2:124])[NH:115][C:113](=[O:114])[C@@H:112]([CH2:125][C:126]2[C:130]3[CH:131]=[CH:132][CH:133]=[CH:134][C:129]=3[NH:128][CH:127]=2)[NH:111][C:109](=[O:110])[C@H:108]([CH2:135][C:136]2[CH:137]=[CH:138][CH:139]=[CH:140][CH:141]=2)[NH:107][C:105](=[O:106])[C@@H:104]([NH:142][C:143]([C@H:145]([NH2:153])[CH2:146][C:147]2[CH:148]=[CH:149][CH:150]=[CH:151][CH:152]=2)=[O:144])[CH2:103][S:102][S:101][CH2:100][C@@H:99]([C:154]([NH:156][C@@H:157]([C@H:160]([OH:162])[CH3:161])[CH2:158][OH:159])=[O:155])[NH:98][C:96]1=[O:97].CC(O)=O. (3) The reactants are: C([O:3][C:4](=O)[CH2:5][S:6][C:7]1[CH:12]=[C:11]([F:13])[CH:10]=[CH:9][C:8]=1[N+:14]([O-])=O)C. Given the product [F:13][C:11]1[CH:10]=[CH:9][C:8]2[NH:14][C:4](=[O:3])[CH2:5][S:6][C:7]=2[CH:12]=1, predict the reactants needed to synthesize it.